Regression/Classification. Given a drug SMILES string, predict its absorption, distribution, metabolism, or excretion properties. Task type varies by dataset: regression for continuous measurements (e.g., permeability, clearance, half-life) or binary classification for categorical outcomes (e.g., BBB penetration, CYP inhibition). Dataset: cyp3a4_veith. From a dataset of CYP3A4 inhibition data for predicting drug metabolism from PubChem BioAssay. (1) The drug is C[C@@H]1/C=C\CC(=O)OC[C@H]2O[C@@H](C=C[C@@H]2O)[C@H](C)/C=C\CC(=O)OC[C@H]2O[C@H]1C=C[C@@H]2O. The result is 0 (non-inhibitor). (2) The compound is Nc1ncnc2c1ncn2[C@@H]1O[C@@H](CO)[C@H](O)[C@@H]1O. The result is 0 (non-inhibitor). (3) The compound is CC1(C)N=C(N)N=C(N)N1c1cccc(OCc2cccc(N)c2)c1. The result is 0 (non-inhibitor). (4) The compound is CCOC(=O)C1CCCN(S(=O)(=O)c2ccccc2)C1. The result is 0 (non-inhibitor). (5) The result is 0 (non-inhibitor). The drug is Cc1c(NC(=O)C(C)N2C(=O)c3ccccc3C2=O)c(=O)n(-c2ccccc2)n1C.